This data is from Full USPTO retrosynthesis dataset with 1.9M reactions from patents (1976-2016). The task is: Predict the reactants needed to synthesize the given product. (1) Given the product [CH2:1]([N:4]([CH:5]1[CH2:6][CH2:7][C:8]2([O:12][CH2:11][CH2:10][O:9]2)[CH2:13][CH2:14]1)[C:23](=[O:24])[O:22][CH2:15][C:16]1[CH:21]=[CH:20][CH:19]=[CH:18][CH:17]=1)[CH2:2][CH3:3], predict the reactants needed to synthesize it. The reactants are: [CH2:1]([NH:4][CH:5]1[CH2:14][CH2:13][C:8]2([O:12][CH2:11][CH2:10][O:9]2)[CH2:7][CH2:6]1)[CH2:2][CH3:3].[CH2:15]([O:22][C:23](Cl)=[O:24])[C:16]1[CH:21]=[CH:20][CH:19]=[CH:18][CH:17]=1. (2) The reactants are: [NH2:1][C:2]1[CH:3]=[CH:4][C:5]([F:11])=[C:6]([CH:10]=1)[C:7]([OH:9])=O.[CH:12]([N:15](C(C)C)CC)([CH3:14])[CH3:13].C(N)(C)C. Given the product [NH2:1][C:2]1[CH:3]=[CH:4][C:5]([F:11])=[C:6]([CH:10]=1)[C:7]([NH:15][CH:12]([CH3:14])[CH3:13])=[O:9], predict the reactants needed to synthesize it. (3) Given the product [CH3:21][O:20][C:3]1[C:2]([O:1][CH2:29][C:30]2([CH3:34])[CH2:33][O:32][CH2:31]2)=[C:7]([O:8][CH3:9])[CH:6]=[CH:5][C:4]=1[C:10]1[CH:18]=[CH:17][CH:16]=[C:15]2[C:11]=1[CH2:12][CH2:13][C:14]2=[O:19], predict the reactants needed to synthesize it. The reactants are: [OH:1][C:2]1[C:3]([O:20][CH3:21])=[C:4]([C:10]2[CH:18]=[CH:17][CH:16]=[C:15]3[C:11]=2[CH2:12][CH2:13][C:14]3=[O:19])[CH:5]=[CH:6][C:7]=1[O:8][CH3:9].C(=O)([O-])[O-].[K+].[K+].Br[CH2:29][C:30]1([CH3:34])[CH2:33][O:32][CH2:31]1. (4) Given the product [ClH:1].[Cl:81][C:18]1[C:11]([N:9]2[CH:8]=[C:7]3[C:2]([NH:21][C:22]4[CH:23]=[C:24]([NH:29][CH2:30][CH2:31][OH:32])[N:25]=[C:26]([CH3:28])[N:27]=4)=[N:3][CH:4]=[C:5]([F:20])[C:6]3=[N:10]2)=[C:12]([CH:15]=[C:16]([F:19])[CH:17]=1)[C:13]#[N:14], predict the reactants needed to synthesize it. The reactants are: [Cl:1][C:2]1[C:7]2=[CH:8][N:9]([C:11]3[CH:18]=[CH:17][C:16]([F:19])=[CH:15][C:12]=3[C:13]#[N:14])[N:10]=[C:6]2[C:5]([F:20])=[CH:4][N:3]=1.[NH2:21][C:22]1[N:27]=[C:26]([CH3:28])[N:25]=[C:24]([NH:29][CH2:30][CH2:31][OH:32])[CH:23]=1.CC1(C)C2C(=C(P(C3C=CC=CC=3)C3C=CC=CC=3)C=CC=2)OC2C(P(C3C=CC=CC=3)C3C=CC=CC=3)=CC=CC1=2.C(=O)([O-])[O-].[Cs+].[Cs+].[ClH:81]. (5) The reactants are: [CH3:1][N:2]1[C:11](=[O:12])[C:10]2[C:5](=[C:6]([C:13]3[NH:17][C:16]4[C@@H:18]([CH3:22])[NH:19][C:20](=[O:21])[C:15]=4[CH:14]=3)[CH:7]=[CH:8][CH:9]=2)[N:4]=[C:3]1[NH:23][C@@H:24]1[CH2:29][CH2:28][CH2:27][C@H:26]([NH:30]C(=O)OC(C)(C)C)[CH2:25]1.[C:38]([OH:44])([C:40]([F:43])([F:42])[F:41])=[O:39]. Given the product [OH:44][C:38]([C:40]([F:43])([F:42])[F:41])=[O:39].[NH2:30][C@@H:26]1[CH2:27][CH2:28][CH2:29][C@H:24]([NH:23][C:3]2[N:2]([CH3:1])[C:11](=[O:12])[C:10]3[C:5](=[C:6]([C:13]4[NH:17][C:16]5[C@@H:18]([CH3:22])[NH:19][C:20](=[O:21])[C:15]=5[CH:14]=4)[CH:7]=[CH:8][CH:9]=3)[N:4]=2)[CH2:25]1, predict the reactants needed to synthesize it.